This data is from Catalyst prediction with 721,799 reactions and 888 catalyst types from USPTO. The task is: Predict which catalyst facilitates the given reaction. (1) Reactant: [NH2:1][C@H:2]([CH3:12])[CH2:3][NH:4]C(=O)OC(C)(C)C.[CH:13]1[C:22]2[C:17](=[CH:18][C:19]([S:23]([Cl:26])(=[O:25])=[O:24])=[CH:20][CH:21]=2)[CH:16]=[CH:15][N:14]=1.C(N(CC)CC)C. Product: [ClH:26].[ClH:26].[NH2:4][CH2:3][C@H:2]([NH:1][S:23]([C:19]1[CH:18]=[C:17]2[C:22](=[CH:21][CH:20]=1)[CH:13]=[N:14][CH:15]=[CH:16]2)(=[O:25])=[O:24])[CH3:12]. The catalyst class is: 4. (2) Reactant: [NH2:1][C:2]1[CH:7]=[CH:6][C:5]([N:8]2[CH2:13][CH2:12][O:11][CH:10]([C:14]([NH2:16])=[O:15])[CH2:9]2)=[CH:4][CH:3]=1.C(=O)([O-])[O-].[K+].[K+].[Cl:23][C:24]1[N:29]=[C:28](Cl)[N:27]=[CH:26][N:25]=1. Product: [Cl:23][C:24]1[N:29]=[CH:28][N:27]=[C:26]([NH:1][C:2]2[CH:3]=[CH:4][C:5]([N:8]3[CH2:13][CH2:12][O:11][CH:10]([C:14]([NH2:16])=[O:15])[CH2:9]3)=[CH:6][CH:7]=2)[N:25]=1. The catalyst class is: 4. (3) The catalyst class is: 96. Reactant: [Cl:1][C:2]1[N:10]=[CH:9][CH:8]=[CH:7][C:3]=1[C:4](Cl)=[O:5].[NH:11]1[CH:15]=[CH:14][CH:13]=[CH:12]1.[Cl-].[Al+3].[Cl-].[Cl-]. Product: [Cl:1][C:2]1[C:3]([C:4]([C:12]2[NH:11][CH:15]=[CH:14][CH:13]=2)=[O:5])=[CH:7][CH:8]=[CH:9][N:10]=1.